Dataset: Forward reaction prediction with 1.9M reactions from USPTO patents (1976-2016). Task: Predict the product of the given reaction. (1) The product is: [Br:1][C:2]1[CH:7]=[CH:6][C:5]([O:8][CH3:9])=[C:4]2[C:3]=1[CH:13]=[CH:14][NH:10]2. Given the reactants [Br:1][C:2]1[CH:7]=[CH:6][C:5]([O:8][CH3:9])=[C:4]([N+:10]([O-])=O)[C:3]=1[CH3:13].[CH3:14]OC(OC)N(C)C.N1CCCC1.C([O-])([O-])=O.[Na+].[Na+], predict the reaction product. (2) Given the reactants [CH3:1][C:2]1[O:6][C:5]([C:7](Cl)=[O:8])=[CH:4][CH:3]=1.[NH2:10][C:11]1[CH:12]=[CH:13][C:14]([Cl:37])=[C:15]([C:17]2[N:18]=[C:19]3[N:24]=[CH:23][C:22]([C:25]4[CH:30]=[CH:29][C:28]([NH:31][C:32](=[O:35])[O:33][CH3:34])=[CH:27][CH:26]=4)=[CH:21][N:20]3[CH:36]=2)[CH:16]=1, predict the reaction product. The product is: [Cl:37][C:14]1[CH:13]=[CH:12][C:11]([NH:10][C:7]([C:5]2[O:6][C:2]([CH3:1])=[CH:3][CH:4]=2)=[O:8])=[CH:16][C:15]=1[C:17]1[N:18]=[C:19]2[N:24]=[CH:23][C:22]([C:25]3[CH:26]=[CH:27][C:28]([NH:31][C:32](=[O:35])[O:33][CH3:34])=[CH:29][CH:30]=3)=[CH:21][N:20]2[CH:36]=1. (3) Given the reactants [F:1][C:2]1[CH:7]=[CH:6][C:5]([N:8]=[C:9]=S)=[CH:4][CH:3]=1.[C:11]([O:15][C:16]([C:18]1[CH:23]=[C:22]([O:24][C:25]2[CH:30]=[CH:29][C:28]([NH:31][CH3:32])=[C:27]([NH2:33])[CH:26]=2)[CH:21]=[CH:20][N:19]=1)=[O:17])([CH3:14])([CH3:13])[CH3:12], predict the reaction product. The product is: [C:11]([O:15][C:16]([C:18]1[CH:23]=[C:22]([O:24][C:25]2[CH:30]=[CH:29][C:28]3[N:31]([CH3:32])[C:9]([NH:8][C:5]4[CH:6]=[CH:7][C:2]([F:1])=[CH:3][CH:4]=4)=[N:33][C:27]=3[CH:26]=2)[CH:21]=[CH:20][N:19]=1)=[O:17])([CH3:14])([CH3:12])[CH3:13]. (4) Given the reactants [Cl:1][C:2]1[CH:7]=[C:6]([Cl:8])[CH:5]=[CH:4][C:3]=1[CH2:9][C:10]([OH:12])=[O:11].C[Si]([N-][Si](C)(C)C)(C)C.[Na+].[Cl:23][CH2:24][CH2:25][CH2:26][CH2:27]I, predict the reaction product. The product is: [Cl:23][CH2:24][CH2:25][CH2:26][CH2:27][CH:9]([C:3]1[CH:4]=[CH:5][C:6]([Cl:8])=[CH:7][C:2]=1[Cl:1])[C:10]([OH:12])=[O:11]. (5) Given the reactants [F:1][C:2]1[CH:7]=[CH:6][C:5]([C:8](=O)[CH2:9][CH2:10][CH2:11][CH2:12][N:13]2[CH2:18][CH2:17][CH:16]([C:19]3[CH:20]=[C:21]([NH:25][C:26](=[O:30])[CH:27]([CH3:29])[CH3:28])[CH:22]=[CH:23][CH:24]=3)[CH2:15][CH2:14]2)=[CH:4][CH:3]=1.Cl.[F:33][C:34]([F:45])([F:44])[O:35][C:36]1[CH:41]=[CH:40][C:39]([NH:42]N)=[CH:38][CH:37]=1, predict the reaction product. The product is: [F:1][C:2]1[CH:3]=[CH:4][C:5]([C:8]2[NH:42][C:39]3[C:40]([C:9]=2[CH2:10][CH2:11][CH2:12][N:13]2[CH2:18][CH2:17][CH:16]([C:19]4[CH:20]=[C:21]([NH:25][C:26](=[O:30])[CH:27]([CH3:29])[CH3:28])[CH:22]=[CH:23][CH:24]=4)[CH2:15][CH2:14]2)=[CH:41][C:36]([O:35][C:34]([F:33])([F:44])[F:45])=[CH:37][CH:38]=3)=[CH:6][CH:7]=1. (6) Given the reactants [NH2:1][CH:2]([C:28]1[CH:33]=[CH:32][CH:31]=[CH:30][CH:29]=1)[C:3]([NH:5][CH:6]1[CH2:11][CH2:10][CH2:9][CH:8]([N:12]2[C:21]3[CH:20]=[CH:19][CH:18]=[C:17]([Cl:22])[C:16]=3[C:15]3=[N:23][O:24][C:25]([CH3:26])=[C:14]3[C:13]2=[O:27])[CH2:7]1)=[O:4].Cl.[CH3:35][N:36]1[CH2:41][CH2:40][CH:39]([C:42](O)=[O:43])[CH2:38][CH2:37]1.Cl.CN(C)CCCN=C=NCC.CC1C=C(C)C=C(C)N=1.ON1C2N=CC=CC=2N=N1, predict the reaction product. The product is: [Cl:22][C:17]1[C:16]2[C:15]3[C:14](=[C:25]([CH3:26])[O:24][N:23]=3)[C:13](=[O:27])[N:12]([CH:8]3[CH2:9][CH2:10][CH2:11][CH:6]([NH:5][C:3]([CH:2]([NH:1][C:42]([CH:39]4[CH2:40][CH2:41][N:36]([CH3:35])[CH2:37][CH2:38]4)=[O:43])[C:28]4[CH:29]=[CH:30][CH:31]=[CH:32][CH:33]=4)=[O:4])[CH2:7]3)[C:21]=2[CH:20]=[CH:19][CH:18]=1. (7) Given the reactants Cl[C:2]1[N:11]=[C:10]([NH:12][CH2:13][CH:14]([C:20]2[CH:25]=[CH:24][CH:23]=[CH:22][CH:21]=2)[C:15]2[NH:16][CH:17]=[CH:18][CH:19]=2)[C:9]2[C:4](=[CH:5][CH:6]=[CH:7][CH:8]=2)[N:3]=1.[NH2:26][C:27]1[CH:32]=[CH:31][C:30](B(O)O)=[C:29]([CH3:36])[CH:28]=1, predict the reaction product. The product is: [NH2:26][C:27]1[CH:32]=[CH:31][C:30]([C:2]2[N:11]=[C:10]([NH:12][CH2:13][CH:14]([C:20]3[CH:25]=[CH:24][CH:23]=[CH:22][CH:21]=3)[C:15]3[NH:16][CH:17]=[CH:18][CH:19]=3)[C:9]3[C:4](=[CH:5][CH:6]=[CH:7][CH:8]=3)[N:3]=2)=[C:29]([CH3:36])[CH:28]=1.